Dataset: Catalyst prediction with 721,799 reactions and 888 catalyst types from USPTO. Task: Predict which catalyst facilitates the given reaction. Reactant: [Cl:1][C:2]1[N:7]=[N:6][C:5]([C:8](O)=[O:9])=[CH:4][CH:3]=1.S(Cl)(Cl)=O.[BH4-].[Na+].C(OCC)(=O)C. Product: [Cl:1][C:2]1[N:7]=[N:6][C:5]([CH2:8][OH:9])=[CH:4][CH:3]=1. The catalyst class is: 93.